Predict which catalyst facilitates the given reaction. From a dataset of Catalyst prediction with 721,799 reactions and 888 catalyst types from USPTO. (1) Reactant: [NH2:1][C:2]1[C:3]2[C:10]([C:11]3[CH:16]=[CH:15][C:14]([NH:17][C:18](=[O:26])[O:19][C:20]4[CH:25]=CC=[CH:22][CH:21]=4)=[C:13]([O:27][CH3:28])[CH:12]=3)=[CH:9][N:8]([CH:29]3[CH2:34][CH2:33][O:32][CH2:31][CH2:30]3)[C:4]=2[N:5]=[CH:6][N:7]=1.[O:35]1CCC(O)C1. Product: [NH2:1][C:2]1[C:3]2[C:10]([C:11]3[CH:16]=[CH:15][C:14]([NH:17][C:18](=[O:26])[O:19][CH:20]4[CH2:21][CH2:22][O:35][CH2:25]4)=[C:13]([O:27][CH3:28])[CH:12]=3)=[CH:9][N:8]([CH:29]3[CH2:30][CH2:31][O:32][CH2:33][CH2:34]3)[C:4]=2[N:5]=[CH:6][N:7]=1. The catalyst class is: 17. (2) Reactant: [CH3:1][C:2]1([CH3:24])[C@@H:4]([C:5]([NH:7]/[C:8](/[C:21]([OH:23])=[O:22])=[CH:9]\[CH2:10][CH2:11][CH2:12][CH2:13][S:14][CH2:15][C@H:16]([NH2:20])[C:17]([OH:19])=[O:18])=[O:6])[CH2:3]1.C[O-].[Na+:27]. Product: [CH3:1][C:2]1([CH3:24])[C@@H:4]([C:5]([NH:7]/[C:8](/[C:21]([O-:23])=[O:22])=[CH:9]\[CH2:10][CH2:11][CH2:12][CH2:13][S:14][CH2:15][C@H:16]([NH2:20])[C:17]([OH:19])=[O:18])=[O:6])[CH2:3]1.[Na+:27]. The catalyst class is: 5. (3) Reactant: [C:1](=[O:39])([O:9][CH:10]([CH2:21][CH2:22][CH2:23][CH2:24][CH2:25][CH2:26][CH2:27]/[CH:28]=[CH:29]\[CH2:30][C@H:31]([OH:38])[CH2:32][CH2:33][CH2:34][CH2:35][CH2:36][CH3:37])[CH2:11][CH2:12][CH2:13][CH2:14][CH2:15][CH2:16][CH2:17][CH2:18][CH2:19][CH3:20])[O:2][CH2:3][CH2:4][CH2:5][N:6]([CH3:8])[CH3:7].O.C1(C)C=CC(S(O)(=O)=O)=CC=1.[O:52]1[CH:57]=[CH:56][CH2:55][CH2:54][CH2:53]1. Product: [C:1](=[O:39])([O:9][CH:10]([CH2:21][CH2:22][CH2:23][CH2:24][CH2:25][CH2:26][CH2:27]/[CH:28]=[CH:29]\[CH2:30][C@H:31]([O:38][CH:53]1[CH2:54][CH2:55][CH2:56][CH2:57][O:52]1)[CH2:32][CH2:33][CH2:34][CH2:35][CH2:36][CH3:37])[CH2:11][CH2:12][CH2:13][CH2:14][CH2:15][CH2:16][CH2:17][CH2:18][CH2:19][CH3:20])[O:2][CH2:3][CH2:4][CH2:5][N:6]([CH3:8])[CH3:7]. The catalyst class is: 4. (4) Reactant: [Cl:1][CH2:2][C:3]([NH:5][OH:6])=[NH:4].[CH3:7][C:8]1([C:11](Cl)=O)[CH2:10][CH2:9]1.C(N(CC)CC)C.[Cl-].[Na+]. The catalyst class is: 9. Product: [Cl:1][CH2:2][C:3]1[N:4]=[C:7]([C:8]2([CH3:11])[CH2:10][CH2:9]2)[O:6][N:5]=1.